This data is from Peptide-MHC class II binding affinity with 134,281 pairs from IEDB. The task is: Regression. Given a peptide amino acid sequence and an MHC pseudo amino acid sequence, predict their binding affinity value. This is MHC class II binding data. (1) The peptide sequence is AAATATATAAVGAAT. The MHC is DRB1_1201 with pseudo-sequence DRB1_1201. The binding affinity (normalized) is 0.0274. (2) The peptide sequence is QCQKLLWQLNGRLEY. The MHC is DRB1_0405 with pseudo-sequence DRB1_0405. The binding affinity (normalized) is 0.361. (3) The peptide sequence is TISSYFVGKMYFN. The MHC is H-2-IEd with pseudo-sequence H-2-IEd. The binding affinity (normalized) is 0. (4) The peptide sequence is VYMDAVFEYTIDCDG. The MHC is DRB3_0101 with pseudo-sequence DRB3_0101. The binding affinity (normalized) is 0.714. (5) The peptide sequence is GELQIVDKIDAAFKP. The MHC is DRB1_0701 with pseudo-sequence DRB1_0701. The binding affinity (normalized) is 0. (6) The peptide sequence is EFEKKWKSDMSKLLN. The MHC is DRB1_0101 with pseudo-sequence DRB1_0101. The binding affinity (normalized) is 0.626. (7) The MHC is DRB1_0701 with pseudo-sequence DRB1_0701. The binding affinity (normalized) is 0.827. The peptide sequence is YDKFLANVSTVLTGH. (8) The peptide sequence is AAAAPAAVGAAVGGT. The MHC is HLA-DPA10301-DPB10402 with pseudo-sequence HLA-DPA10301-DPB10402. The binding affinity (normalized) is 0.120. (9) The peptide sequence is KFPELGMNPSHCNEM. The MHC is DRB1_0401 with pseudo-sequence DRB1_0401. The binding affinity (normalized) is 0.224. (10) The peptide sequence is SLRETACLGKAYAQMWT. The MHC is DRB1_0802 with pseudo-sequence DRB1_0802. The binding affinity (normalized) is 0.417.